Dataset: Experimentally validated miRNA-target interactions with 360,000+ pairs, plus equal number of negative samples. Task: Binary Classification. Given a miRNA mature sequence and a target amino acid sequence, predict their likelihood of interaction. (1) The miRNA is mmu-miR-337-5p with sequence CGGCGUCAUGCAGGAGUUGAUU. The protein sequence of the target gene is MALSDLVLLRWLRDSRHSRKLILFIVFLALLLDNMLLTVVVPIIPSYLYSIKHEKNTTEIQTARPALTASTSESFHSIFSYYNNSTVFTGNATGGLPGGESPKATTTQHTVTNTTVPPDCPSEDKDLLNENVQVGLLFASKATVQLLTNPFIGLLTNRIGYPIPMFAGFCIMFISTVMFAFSSSYAFLLIARSLQGIGSSCSSVAGMGMLASVYTDDEERGNAMGIALGGLAMGVLVGPPFGSVLYEFVGKTAPFLVLAALVLLDGAIQLFVLQPSRVQPESQKGTPLTTLLKDPYILIA.... Result: 0 (no interaction). (2) The miRNA is hsa-miR-6797-5p with sequence AGGAGGGAAGGGGCUGAGAACAGGA. Result: 0 (no interaction). The protein sequence of the target gene is MLRMKLPLKPTHPAEPPPEAEEPEADARPGAKAPSRRRRDCRPPPPPPPPAGPSRGPLPPPPPPRGLGPPVAGGAAAGAGMPGGGGGPSAALREQERVYEWFGLVLGSAQRLEFMCGLLDLCNPLELRFLGSCLEDLARKDYHYLRDSEAKANGLSDPGPLADFREPAVRSRLIVYLALLGSENREAAGRLHRLLPQVDSVLKSLRAARGEGSRGGAEDERGEDGDGEQDAEKDGSGPEGGIVEPRVGGGLGSRAQEELLLLFTMASLHPAFSFHQRVTLREHLERLRAALRGGPEDAEV.... (3) Result: 0 (no interaction). The protein sequence of the target gene is MATVEVATELGTVVTAVGPKAKDEEEEEEEEESLPPCETVRWAPVGAVAEAGPGAATFSEAAAAEEPGAAPGSPSDATVRTLRRLEAERRQLDSALLALSSHFAQVQFRLRQVVRGAPAEQQRLLRELEDFAFRGCPHVLGYEGLADPCGGDESDVLPGDRPRVRGEDQSEQEKRERLETQREKQKELILQLKTQLDDLETFAYQEGSYDSLPQSVVLERQRVIIDELIKKLDMNLNEDISSLSTEELRQRVDAAVAQIVNPVRVKEQLVEQLKTQIRDLEMFISFIQDEVGSPLQTGGH.... The miRNA is hsa-miR-3129-3p with sequence AAACUAAUCUCUACACUGCUGC. (4) The miRNA is hsa-miR-4770 with sequence UGAGAUGACACUGUAGCU. The protein sequence of the target gene is MRLLRRRHMPLRLAMVGCAFVLFLFLLHRDVSSREEATEKPWLKSLVSRKDHVLDLMLEAMNNLRDSMPKLQIRAPEAQQTLFSINQSCLPGFYTPAELKPFWERPPQDPNAPGADGKAFQKSKWTPLETQEKEEGYKKHCFNAFASDRISLQRSLGPDTRPPECVDQKFRRCPPLATTSVIIVFHNEAWSTLLRTVYSVLHTTPAILLKEIILVDDASTEEHLKEKLEQYVKQLQVVRVVRQEERKGLITARLLGASVAQAEVLTFLDAHCECFHGWLEPLLARIAEDKTVVVSPDIVT.... Result: 1 (interaction). (5) The miRNA is hsa-miR-3177-5p with sequence UGUGUACACACGUGCCAGGCGCU. The protein sequence of the target gene is MAGVVHVSLAALLLLPMAPAMHSDCIFKKEQAMCLEKIQRANELMGFNDSSPGCPGMWDNITCWKPAHVGEMVLVSCPELFRIFNPDQVWETETIGESDFGDSNSLDLSDMGVVSRNCTEDGWSEPFPHYFDACGFDEYESETGDQDYYYLSVKALYTVGYSTSLVTLTTAMVILCRFRKLHCTRNFIHMNLFVSFMLRAISVFIKDWILYAEQDSNHCFISTVECKAVMVFFHYCVVSNYFWLFIEGLYLFTLLVETFFPERRYFYWYTIIGWGTPTVCVTVWATLRLYFDDTGCWDMN.... Result: 0 (no interaction). (6) The miRNA is hsa-miR-3680-3p with sequence UUUUGCAUGACCCUGGGAGUAGG. The protein sequence of the target gene is MASNFNDIVKQGYVKIRSRKLGIFRRCWLVFKKASSKGPRRLEKFPDEKAAYFRNFHKVTELHNIKNITRLPRETKKHAVAIIFHDETSKTFACESELEAEEWCKHLCMECLGTRLNDISLGEPDLLAAGVQREQNERFNVYLMPTPNLDIYGECTMQITHENIYLWDIHNAKVKLVMWPLSSLRRYGRDSTWFTFESGRMCDTGEGLFTFQTREGEMIYQKVHSATLAIAEQHERLMLEMEQKARLQTSLTEPMTLSKSISLPRSAYWHHITRQNSVGEIYSLQGHGFGSSKMSRAQTF.... Result: 0 (no interaction). (7) The miRNA is hsa-miR-142-3p with sequence UGUAGUGUUUCCUACUUUAUGGA. The protein sequence of the target gene is MDPKYFILILFCGHLNNTFFSKTETITTEKQSQPTLFTSSMSQVLANSQNTTGNPLGQPTQFSDTFSGQSISPAKVTAGQPTPAVYTSSEKPEAHTSAGQPLAYNTKQPTPIANTSSQQAVFTSARQLPSARTSTTQPPKSFVYTFTQQSSSVQIPSRKQITVHNPSTQPTSTVKNSPRSTPGFILDTTSNKQTPQKNNYNSIAAILIGVLLTSMLVAIIIIVLWKCLRKPVLNDQNWAGRSPFADGETPDICMDNIRENEISTKRTSIISLTPWKPSKSTLLADDLEIKLFESSENIED.... Result: 1 (interaction). (8) The miRNA is hsa-miR-548az-3p with sequence AAAAACUGCAAUCACUUUUGC. The protein sequence of the target gene is MVTTLGPKMAAEWGGGVGYSGSGPGRSRWRWSGSVWVRSVLLLLGGLRASATSTPVSLGSSPPCRHHVPSDTEVINKVHLKANHVVKRDVDEHLRIKTVYDKSVEELLPEKKNLVKNKLFPQAISYLEKTFQVRRPAGTILLSRQCATNQYLRKENDPHRYCTGECAAHTKCGPVIVPEEHLQQCRVYRGGKWPHGAVGVPDQEGISDADFVLYVGALATERCSHENIISYAAYCQQEANMDRPIAGYANLCPNMISTQPQEFVGMLSTVKHEVIHALGFSAGLFAFYHDKDGNPLTSRF.... Result: 1 (interaction). (9) The miRNA is hsa-miR-6865-5p with sequence UAGGUGGCAGAGGAGGGACUUCA. The protein sequence of the target gene is MTMRSLLRTPFLCGLLWAFCAPGARAEEPAASFSQPGSMGLDKNTVHDQEHIMEHLEGVINKPEAEMSPQELQLHYFKMHDYDGNNLLDGLELSTAITHVHKEEGSEQAPLMSEDELINIIDGVLRDDDKNNDGYIDYAEFAKSLQ. Result: 1 (interaction).